From a dataset of Full USPTO retrosynthesis dataset with 1.9M reactions from patents (1976-2016). Predict the reactants needed to synthesize the given product. (1) The reactants are: [Br:1][C:2]1[CH:3]=[C:4]([C:8]2([C:18]3[CH:23]=[CH:22][N:21]=[CH:20][CH:19]=3)[C:12]3=[N:13][CH2:14][CH2:15][CH2:16][N:11]3[C:10](=S)[NH:9]2)[CH:5]=[CH:6][CH:7]=1.C(OO)(C)(C)C.[NH3:30]. Given the product [Br:1][C:2]1[CH:3]=[C:4]([C:8]2([C:18]3[CH:23]=[CH:22][N:21]=[CH:20][CH:19]=3)[C:12]3=[N:13][CH2:14][CH2:15][CH2:16][N:11]3[C:10]([NH2:30])=[N:9]2)[CH:5]=[CH:6][CH:7]=1, predict the reactants needed to synthesize it. (2) Given the product [C:8]1([C:5]2[CH:4]=[CH:16][CH:15]=[CH:14][CH:19]=2)[CH:13]=[CH:12][C:11]([PH:20](=[O:27])[C:8]2[CH:13]=[CH:12][C:11]([C:14]3[CH:19]=[CH:18][CH:17]=[CH:16][CH:15]=3)=[CH:10][CH:9]=2)=[CH:10][CH:9]=1, predict the reactants needed to synthesize it. The reactants are: II.Br[CH2:4][CH2:5]Br.Br[C:8]1[CH:13]=[CH:12][C:11]([C:14]2[CH:19]=[CH:18][CH:17]=[CH:16][CH:15]=2)=[CH:10][CH:9]=1.[P:20]([O-:27])(OCC)OCC.Cl.